Dataset: Catalyst prediction with 721,799 reactions and 888 catalyst types from USPTO. Task: Predict which catalyst facilitates the given reaction. (1) Reactant: [CH3:1][O:2][CH2:3][CH2:4][O:5][C:6]1[N:11]=[CH:10][C:9]([CH2:12][OH:13])=[CH:8][CH:7]=1. Product: [CH3:1][O:2][CH2:3][CH2:4][O:5][C:6]1[CH:7]=[CH:8][C:9]([CH:12]=[O:13])=[CH:10][N:11]=1. The catalyst class is: 784. (2) The catalyst class is: 78. Reactant: [CH3:1][O:2][C:3]1[CH:8]=[CH:7][C:6]([N+:9]([O-])=O)=[CH:5][C:4]=1[NH:12][C:13](=[O:21])[CH2:14][N:15]1[CH2:20][CH2:19][O:18][CH2:17][CH2:16]1. Product: [NH2:9][C:6]1[CH:7]=[CH:8][C:3]([O:2][CH3:1])=[C:4]([NH:12][C:13](=[O:21])[CH2:14][N:15]2[CH2:20][CH2:19][O:18][CH2:17][CH2:16]2)[CH:5]=1. (3) Reactant: [O:1]1[CH2:7][CH2:6][CH2:5][CH2:4][O:3][CH:2]1[CH2:8][C:9]#[N:10].Cl.[NH2:12][OH:13].C[O-].[Na+]. Product: [O:1]1[CH2:7][CH2:6][CH2:5][CH2:4][O:3][CH:2]1[CH2:8][C:9](=[N:12][OH:13])[NH2:10]. The catalyst class is: 5. (4) Reactant: [Br:1][C:2]1[CH:11]=[CH:10][C:5]([C:6]([O:8]C)=O)=[C:4]([CH2:12]Br)[CH:3]=1.[NH2:14][C@@H:15]([CH2:24][OH:25])[C@H:16]([C:18]1[CH:23]=[CH:22][CH:21]=[CH:20][CH:19]=1)[OH:17]. The catalyst class is: 254. Product: [Br:1][C:2]1[CH:3]=[C:4]2[C:5](=[CH:10][CH:11]=1)[C:6](=[O:8])[N:14]([C@@H:15]([CH2:24][OH:25])[C@@H:16]([OH:17])[C:18]1[CH:23]=[CH:22][CH:21]=[CH:20][CH:19]=1)[CH2:12]2. (5) Reactant: [CH3:1][N:2]([CH3:17])[S:3]([N:6]([CH3:16])[C:7]1[C:12]([Cl:13])=[C:11](Cl)[N:10]=[C:9]([Cl:15])[N:8]=1)(=[O:5])=[O:4].[CH3:18][O:19][C:20]1[NH:24][N:23]=[C:22]([NH2:25])[CH:21]=1.CCN(C(C)C)C(C)C. Product: [Cl:15][C:9]1[N:8]=[C:7]([N:6]([CH3:16])[S:3]([N:2]([CH3:17])[CH3:1])(=[O:5])=[O:4])[C:12]([Cl:13])=[C:11]([NH:25][C:22]2[CH:21]=[C:20]([O:19][CH3:18])[NH:24][N:23]=2)[N:10]=1. The catalyst class is: 114. (6) Reactant: [NH:1]1[C:9]2[C:4](=[CH:5][CH:6]=[CH:7][CH:8]=2)[CH2:3][CH2:2]1.[Cl:10][C:11]1[CH:12]=[C:13]([CH:17]=[CH:18][N:19]=1)[C:14](O)=[O:15].CCN(C(C)C)C(C)C.CN(C(ON1N=NC2C=CC=CC1=2)=[N+](C)C)C.[B-](F)(F)(F)F. Product: [Cl:10][C:11]1[CH:12]=[C:13]([C:14]([N:1]2[C:9]3[C:4](=[CH:5][CH:6]=[CH:7][CH:8]=3)[CH2:3][CH2:2]2)=[O:15])[CH:17]=[CH:18][N:19]=1. The catalyst class is: 56.